From a dataset of Reaction yield outcomes from USPTO patents with 853,638 reactions. Predict the reaction yield, written as a fraction of the theoretical maximum amount of product (1.0 means a 100% yield; for example, 0.34 means a 34% yield). (1) The reactants are [Cl:1][C:2]1[CH:3]=[C:4]([C:7]([O:9][CH3:10])=[O:8])[NH:5][CH:6]=1.[H-].[Na+].Cl[NH2:14]. The catalyst is CN(C=O)C.CCOC(C)=O. The product is [NH2:14][N:5]1[CH:6]=[C:2]([Cl:1])[CH:3]=[C:4]1[C:7]([O:9][CH3:10])=[O:8]. The yield is 0.970. (2) The reactants are [Br:1][C:2]1[C:7]2[C:8]3[CH:14]=[C:13]([C:15]4[CH:16]=[N:17][N:18]([CH3:20])[CH:19]=4)[CH:12]=[N:11][C:9]=3[NH:10][C:6]=2[CH:5]=[N:4][C:3]=1[C:21]#[N:22].[H-].[Na+].Cl[CH2:26][O:27][CH2:28][CH2:29][Si:30]([CH3:33])([CH3:32])[CH3:31]. The catalyst is CN(C=O)C.O. The product is [Br:1][C:2]1[C:7]2[C:8]3[CH:14]=[C:13]([C:15]4[CH:16]=[N:17][N:18]([CH3:20])[CH:19]=4)[CH:12]=[N:11][C:9]=3[N:10]([CH2:26][O:27][CH2:28][CH2:29][Si:30]([CH3:33])([CH3:32])[CH3:31])[C:6]=2[CH:5]=[N:4][C:3]=1[C:21]#[N:22]. The yield is 0.540.